This data is from Catalyst prediction with 721,799 reactions and 888 catalyst types from USPTO. The task is: Predict which catalyst facilitates the given reaction. (1) Product: [CH3:12][O:13][C:14]([C@H:16]1[CH2:19][C@H:18]([N:8]2[C:4]3[N:5]=[CH:6][N:7]=[C:2]([Cl:1])[C:3]=3[C:10]([I:11])=[CH:9]2)[CH2:17]1)=[O:15]. Reactant: [Cl:1][C:2]1[C:3]2[C:10]([I:11])=[CH:9][NH:8][C:4]=2[N:5]=[CH:6][N:7]=1.[CH3:12][O:13][C:14]([C@H:16]1[CH2:19][C@@H:18](O)[CH2:17]1)=[O:15].C1C=CC(P(C2C=CC=CC=2)C2C=CC=CC=2)=CC=1.CC(OC(/N=N/C(OC(C)C)=O)=O)C. The catalyst class is: 1. (2) Reactant: [C:1]([O:5][C:6]([N:8]1[CH2:13][CH2:12][CH2:11][C@@H:10]([C:14]([OH:16])=O)[CH2:9]1)=[O:7])([CH3:4])([CH3:3])[CH3:2].[C:17](N1C=CN=C1)([N:19]1C=CN=[CH:20]1)=O.C(N(CC)CC)C.Cl.CNC. Product: [CH3:17][N:19]([CH3:20])[C:14]([C@@H:10]1[CH2:11][CH2:12][CH2:13][N:8]([C:6]([O:5][C:1]([CH3:4])([CH3:3])[CH3:2])=[O:7])[CH2:9]1)=[O:16]. The catalyst class is: 9. (3) Reactant: [Br:1][C:2]1[S:3][C:4]([C:12](=[O:30])[C:13]2[CH:18]=[CH:17][C:16]([C:19]#[C:20][C:21]3[CH:26]=[CH:25][CH:24]=[CH:23][CH:22]=3)=[C:15]([N+:27]([O-])=O)[CH:14]=2)=[CH:5][C:6]=1[CH2:7][C:8]([O:10][CH3:11])=[O:9].C([O-])(O)=O.[Na+]. Product: [Br:1][C:2]1[S:3][C:4]([C:12](=[O:30])[C:13]2[CH:18]=[CH:17][C:16]([C:19]#[C:20][C:21]3[CH:22]=[CH:23][CH:24]=[CH:25][CH:26]=3)=[C:15]([NH2:27])[CH:14]=2)=[CH:5][C:6]=1[CH2:7][C:8]([O:10][CH3:11])=[O:9]. The catalyst class is: 25. (4) Reactant: Cl[C:2]1[CH:11]=[CH:10][C:9]2[C:8]([C:12]([NH:14][CH2:15][C:16]34[CH2:25][CH:20]5[CH2:21][CH:22]([CH2:24][CH:18]([CH2:19]5)[CH2:17]3)[CH2:23]4)=[O:13])=[C:7]([Cl:26])[CH:6]=[CH:5][C:4]=2[N:3]=1.[NH:27]1[CH2:32][CH2:31][CH2:30][C@H:29]([NH2:33])[CH2:28]1.C(=O)([O-])O.[Na+]. Product: [NH2:33][C@H:29]1[CH2:30][CH2:31][CH2:32][N:27]([C:2]2[CH:11]=[CH:10][C:9]3[C:8]([C:12]([NH:14][CH2:15][C:16]45[CH2:25][CH:20]6[CH2:21][CH:22]([CH2:24][CH:18]([CH2:19]6)[CH2:17]4)[CH2:23]5)=[O:13])=[C:7]([Cl:26])[CH:6]=[CH:5][C:4]=3[N:3]=2)[CH2:28]1. The catalyst class is: 66. (5) Reactant: [C:1]([O:5][C:6]([N:8]1[CH2:13][CH:12]2[C:10]([C:14]3[CH:19]=[CH:18][C:17]([NH:20]CC4C=CC=CC=4)=[CH:16][CH:15]=3)([CH2:11]2)[CH2:9]1)=[O:7])([CH3:4])([CH3:3])[CH3:2]. Product: [C:1]([O:5][C:6]([N:8]1[CH2:13][CH:12]2[C:10]([C:14]3[CH:19]=[CH:18][C:17]([NH2:20])=[CH:16][CH:15]=3)([CH2:11]2)[CH2:9]1)=[O:7])([CH3:4])([CH3:2])[CH3:3]. The catalyst class is: 19. (6) Reactant: [C:1]([C:4]1[CH:9]=[CH:8][CH:7]=[CH:6][CH:5]=1)(=O)[CH3:2].[NH2:10][NH2:11]. Product: [C:1](=[N:10][NH2:11])([C:4]1[CH:9]=[CH:8][CH:7]=[CH:6][CH:5]=1)[CH3:2]. The catalyst class is: 8. (7) Reactant: Br[C:2]1[N:7]=[C:6]([Cl:8])[C:5]2[N:9]=[C:10]([C:14]3[C:15]([NH2:19])=[N:16][O:17][N:18]=3)[N:11]([CH2:12][CH3:13])[C:4]=2[CH:3]=1.B(OC)(OC)[O:21]C.C([Li])CCC. Product: [NH2:19][C:15]1[C:14]([C:10]2[N:11]([CH2:12][CH3:13])[C:4]3[C:5]([N:9]=2)=[C:6]([Cl:8])[NH:7][C:2](=[O:21])[CH:3]=3)=[N:18][O:17][N:16]=1. The catalyst class is: 1.